From a dataset of Reaction yield outcomes from USPTO patents with 853,638 reactions. Predict the reaction yield, written as a fraction of the theoretical maximum amount of product (1.0 means a 100% yield; for example, 0.34 means a 34% yield). (1) The reactants are [CH3:1][CH:2]([CH2:7][CH3:8])[CH2:3][C:4]([OH:6])=O.CN(C(ON1N=NC2C=CC=NC1=2)=[N+](C)C)C.F[P-](F)(F)(F)(F)F.C(N(C(C)C)CC)(C)C.[NH2:42][C:43]1[C:44]([NH:61][CH:62]2[CH2:67][CH2:66][N:65]([CH2:68][CH2:69][C:70]#[N:71])[CH2:64][CH2:63]2)=[C:45]2[CH:51]=[CH:50][N:49]([S:52]([C:55]3[CH:60]=[CH:59][CH:58]=[CH:57][CH:56]=3)(=[O:54])=[O:53])[C:46]2=[N:47][CH:48]=1. The catalyst is CN(C=O)C. The product is [C:55]1([S:52]([N:49]2[C:46]3=[N:47][CH:48]=[C:43]([NH:42][C:4](=[O:6])[CH2:3][CH:2]([CH3:1])[CH2:7][CH3:8])[C:44]([NH:61][CH:62]4[CH2:63][CH2:64][N:65]([CH2:68][CH2:69][C:70]#[N:71])[CH2:66][CH2:67]4)=[C:45]3[CH:51]=[CH:50]2)(=[O:53])=[O:54])[CH:60]=[CH:59][CH:58]=[CH:57][CH:56]=1. The yield is 1.10. (2) The reactants are [SH:1][C:2]1[S:3][C:4]2[CH:10]=[C:9]([OH:11])[CH:8]=[CH:7][C:5]=2[N:6]=1.[CH2:12](N(CC)CC)C.IC. The catalyst is C(Cl)Cl. The product is [CH3:12][S:1][C:2]1[S:3][C:4]2[CH:10]=[C:9]([OH:11])[CH:8]=[CH:7][C:5]=2[N:6]=1. The yield is 0.920. (3) The reactants are [OH:1][CH2:2][C@@H:3]1[C@@H:7]([O:8][Si](C(C)C)(C(C)C)C(C)C)[CH2:6][C@H:5]([NH:19][C:20]2[C:25]([C:26]([C:28]3[S:29][CH:30]=[C:31]([CH2:33][C:34]4[O:35][C:36]([C:39]([F:42])([F:41])[F:40])=[CH:37][CH:38]=4)[CH:32]=3)=[O:27])=[CH:24][N:23]=[CH:22][N:21]=2)[CH2:4]1.C(N(CC)CC)C.Cl[S:51]([NH2:54])(=[O:53])=[O:52].Cl. The catalyst is CN(C=O)C. The product is [S:51](=[O:53])(=[O:52])([O:1][CH2:2][C@H:3]1[CH2:4][C@@H:5]([NH:19][C:20]2[C:25]([C:26]([C:28]3[S:29][CH:30]=[C:31]([CH2:33][C:34]4[O:35][C:36]([C:39]([F:42])([F:41])[F:40])=[CH:37][CH:38]=4)[CH:32]=3)=[O:27])=[CH:24][N:23]=[CH:22][N:21]=2)[CH2:6][C@@H:7]1[OH:8])[NH2:54]. The yield is 0.280. (4) No catalyst specified. The yield is 0.740. The reactants are [OH:1][CH2:2][CH2:3][N:4]1[CH2:8][CH2:7][CH2:6][C:5]1=[O:9].[N+:10]([C:13]1[CH:20]=[CH:19][CH:18]=[C:17]([N+]([O-])=O)[C:14]=1[C:15]#[N:16])([O-:12])=[O:11]. The product is [N+:10]([C:13]1[CH:20]=[CH:19][CH:18]=[C:17]([O:1][CH2:2][CH2:3][N:4]2[CH2:8][CH2:7][CH2:6][C:5]2=[O:9])[C:14]=1[C:15]#[N:16])([O-:12])=[O:11]. (5) The reactants are [CH3:1][O:2][C:3]([C:5]1[N:6]([CH3:12])[C:7]([CH2:10][OH:11])=[N:8][CH:9]=1)=[O:4].[H-].[Na+].S(OC)(O[CH3:19])(=O)=O.ClCCl. The yield is 0.420. The product is [CH3:1][O:2][C:3]([C:5]1[N:6]([CH3:12])[C:7]([CH2:10][O:11][CH3:19])=[N:8][CH:9]=1)=[O:4]. The catalyst is CN(C)C=O. (6) The reactants are Cl.[CH3:2][NH:3][CH3:4].[CH2:5]=O.[CH3:7][CH:8]([CH3:14])[CH2:9][CH2:10][C:11](=[O:13])[CH3:12].Cl.[OH-].[Na+]. The catalyst is C(O)C.C(OCC)(=O)C.C1(C)C(S(O)(=O)=O)=CC=CC=1. The product is [CH3:2][N:3]([CH2:5][CH:10]([CH2:9][CH:8]([CH3:14])[CH3:7])[C:11](=[O:13])[CH3:12])[CH3:4]. The yield is 0.360.